This data is from Catalyst prediction with 721,799 reactions and 888 catalyst types from USPTO. The task is: Predict which catalyst facilitates the given reaction. (1) The catalyst class is: 11. Reactant: [OH:1][C:2]1[CH:7]=[CH:6][C:5]([CH2:8][CH2:9][CH2:10][CH2:11][C:12](OCC)=[O:13])=[CH:4][C:3]=1[O:17][CH3:18].CC(C[AlH]CC(C)C)C.CO.Cl. Product: [OH:1][C:2]1[CH:7]=[CH:6][C:5]([CH2:8][CH2:9][CH2:10][CH2:11][CH:12]=[O:13])=[CH:4][C:3]=1[O:17][CH3:18]. (2) Reactant: [C:1]([O:11][CH2:12][CH3:13])(=[O:10])[CH:2]=[CH:3][C:4]1[CH:9]=[CH:8][CH:7]=[CH:6][CH:5]=1. Product: [C:4]1([CH2:3][CH2:2][C:1]([O:11][CH2:12][CH3:13])=[O:10])[CH:9]=[CH:8][CH:7]=[CH:6][CH:5]=1. The catalyst class is: 43.